The task is: Predict the reaction yield, written as a fraction of the theoretical maximum amount of product (1.0 means a 100% yield; for example, 0.34 means a 34% yield).. This data is from Reaction yield outcomes from USPTO patents with 853,638 reactions. (1) The reactants are C[O:2][C:3](=[O:22])[CH:4]([C:11]1[CH:16]=[CH:15][C:14]([S:17]([CH3:20])(=[O:19])=[O:18])=[C:13]([Cl:21])[CH:12]=1)[CH2:5][CH:6]1[CH2:10][CH2:9][CH2:8][CH2:7]1.C(OC(=O)C(C1C=CC(S(C)(=O)=O)=C(Cl)C=1)CC1CCCC1)C.[OH-].[K+]. The catalyst is C(O)C.O. The product is [Cl:21][C:13]1[CH:12]=[C:11]([CH:4]([CH2:5][CH:6]2[CH2:10][CH2:9][CH2:8][CH2:7]2)[C:3]([OH:22])=[O:2])[CH:16]=[CH:15][C:14]=1[S:17]([CH3:20])(=[O:19])=[O:18]. The yield is 0.820. (2) The reactants are P(Br)(Br)[Br:2].[F:5][C:6]([F:25])([F:24])[O:7][C:8]1[CH:13]=[CH:12][C:11](/[CH:14]=[CH:15]/[C:16]2[CH:21]=[CH:20][C:19]([CH2:22]O)=[CH:18][CH:17]=2)=[CH:10][CH:9]=1. The catalyst is C(Cl)Cl. The product is [Br:2][CH2:22][C:19]1[CH:20]=[CH:21][C:16](/[CH:15]=[CH:14]/[C:11]2[CH:12]=[CH:13][C:8]([O:7][C:6]([F:25])([F:24])[F:5])=[CH:9][CH:10]=2)=[CH:17][CH:18]=1. The yield is 0.580. (3) The reactants are C[O:2][C:3]([C@@H:5]1[O:9][C:8](=[O:10])[N:7]([C:11]2[CH:20]=[CH:19][C:14]3[C:15]([CH3:18])=[N:16][O:17][C:13]=3[CH:12]=2)[CH2:6]1)=O.N.CC#[N:24]. The catalyst is CO. The product is [CH3:18][C:15]1[C:14]2[CH:19]=[CH:20][C:11]([N:7]3[CH2:6][C@H:5]([C:3]([NH2:24])=[O:2])[O:9][C:8]3=[O:10])=[CH:12][C:13]=2[O:17][N:16]=1. The yield is 0.620. (4) The reactants are [CH3:1][C:2]1[CH:7]=[C:6]([C:8]2[CH:9]=[CH:10][C:11]3[N:17]4[CH2:18][C@H:14]([CH2:15][CH2:16]4)[NH:13][C:12]=3[N:19]=2)[CH:5]=[CH:4][N:3]=1.C(N(CC)CC)C.ClC(Cl)(O[C:31](=[O:37])OC(Cl)(Cl)Cl)Cl.[F:39][C:40]1[C:41]([NH2:46])=[N:42][CH:43]=[CH:44][N:45]=1. The catalyst is C1COCC1.C(Cl)Cl.CO. The product is [F:39][C:40]1[C:41]([NH:46][C:31]([N:13]2[C@@H:14]3[CH2:18][N:17]([CH2:16][CH2:15]3)[C:11]3[CH:10]=[CH:9][C:8]([C:6]4[CH:5]=[CH:4][N:3]=[C:2]([CH3:1])[CH:7]=4)=[N:19][C:12]2=3)=[O:37])=[N:42][CH:43]=[CH:44][N:45]=1. The yield is 0.0344. (5) The reactants are [CH2:1]1[CH:9]2[N:4]([CH2:5][CH:6]=[C:7]([C:10]3[C:18]4[C:13](=[CH:14][CH:15]=[C:16]([N+:19]([O-])=O)[CH:17]=4)[NH:12][CH:11]=3)[CH2:8]2)[CH2:3][CH2:2]1.O.NN. The catalyst is CO.[Ni]. The product is [CH2:1]1[CH:9]2[N:4]([CH2:5][CH:6]=[C:7]([C:10]3[C:18]4[C:13](=[CH:14][CH:15]=[C:16]([NH2:19])[CH:17]=4)[NH:12][CH:11]=3)[CH2:8]2)[CH2:3][CH2:2]1. The yield is 0.810. (6) The reactants are [CH3:1][S:2]([C:5]1[CH:10]=[C:9]([S:11]([CH3:14])(=[O:13])=[O:12])[CH:8]=[CH:7][N:6]=1)(=[O:4])=[O:3].[Cl:15][C:16]1[CH:22]=[CH:21][C:19]([NH2:20])=[C:18]([N+:23]([O-:25])=[O:24])[CH:17]=1.C(=O)([O-])[O-].[K+].[K+]. The catalyst is CN(C)C=O.C(OCC)(=O)C. The product is [Cl:15][C:16]1[CH:22]=[CH:21][C:19]([NH:20][C:9]2[CH:8]=[CH:7][N:6]=[C:5]([S:2]([CH3:1])(=[O:4])=[O:3])[CH:10]=2)=[C:18]([N+:23]([O-:25])=[O:24])[CH:17]=1.[Cl:15][C:16]1[CH:22]=[CH:21][C:19]([NH:20][C:5]2[CH:10]=[C:9]([S:11]([CH3:14])(=[O:13])=[O:12])[CH:8]=[CH:7][N:6]=2)=[C:18]([N+:23]([O-:25])=[O:24])[CH:17]=1. The yield is 0.440. (7) The reactants are O[C:2]1[C:11]2[C:6](=[N:7][CH:8]=[CH:9][CH:10]=2)[N:5]([C:12]2[CH:17]=[CH:16][CH:15]=[CH:14][CH:13]=2)[C:4](=[O:18])[C:3]=1[C:19](=O)[CH2:20][C:21]1[CH:26]=[C:25]([O:27][CH3:28])[CH:24]=[C:23]([O:29][CH3:30])[CH:22]=1.O.[NH2:33][NH2:34]. The catalyst is CN(C=O)C. The product is [CH3:30][O:29][C:23]1[CH:22]=[C:21]([CH:26]=[C:25]([O:27][CH3:28])[CH:24]=1)[CH2:20][C:19]1[C:3]2[C:4](=[O:18])[N:5]([C:12]3[CH:13]=[CH:14][CH:15]=[CH:16][CH:17]=3)[C:6]3[N:7]=[CH:8][CH:9]=[CH:10][C:11]=3[C:2]=2[NH:34][N:33]=1. The yield is 0.900. (8) The product is [CH3:1][N:2]1[C:6]([CH:7]([CH3:10])[CH2:8][NH:9][C:29](=[O:30])[C:28]2[CH:32]=[C:24]([C:21]3[N:20]=[C:19]([C:18]([F:34])([F:33])[F:17])[O:23][N:22]=3)[CH:25]=[N:26][CH:27]=2)=[CH:5][N:4]=[C:3]1[C:11]1[CH:16]=[CH:15][CH:14]=[CH:13][CH:12]=1. The yield is 0.280. The reactants are [CH3:1][N:2]1[C:6]([CH:7]([CH3:10])[CH2:8][NH2:9])=[CH:5][N:4]=[C:3]1[C:11]1[CH:16]=[CH:15][CH:14]=[CH:13][CH:12]=1.[F:17][C:18]([F:34])([F:33])[C:19]1[O:23][N:22]=[C:21]([C:24]2[CH:25]=[N:26][CH:27]=[C:28]([CH:32]=2)[C:29](O)=[O:30])[N:20]=1. No catalyst specified. (9) The reactants are S(=O)(=O)(O)O.[Br:6][C:7]1[CH:8]=[CH:9][C:10]([F:16])=[C:11]([CH:13]([OH:15])[CH3:14])[CH:12]=1. The catalyst is O.CC(C)=O.[O-2].[O-2].[O-2].[Cr+6]. The product is [Br:6][C:7]1[CH:8]=[CH:9][C:10]([F:16])=[C:11]([C:13](=[O:15])[CH3:14])[CH:12]=1. The yield is 0.920. (10) The reactants are FC(F)(F)C(O)=O.[Br:8][C:9]1[CH:17]=[C:16]2[C:12]([CH2:13][C:14]3([CH2:34][NH:33][CH2:32]3)[C:15]2([NH:22][S:23]([CH2:26][CH2:27][Si:28]([CH3:31])([CH3:30])[CH3:29])(=[O:25])=[O:24])[C:18]([O:20][CH3:21])=[O:19])=[CH:11][CH:10]=1.Cl[C:36]1[N:41]=[CH:40][CH:39]=[CH:38][N:37]=1.CCN(CC)CC. The catalyst is CO. The product is [Br:8][C:9]1[CH:17]=[C:16]2[C:12]([CH2:13][C:14]3([CH2:34][N:33]([C:36]4[N:41]=[CH:40][CH:39]=[CH:38][N:37]=4)[CH2:32]3)[C:15]2([NH:22][S:23]([CH2:26][CH2:27][Si:28]([CH3:30])([CH3:29])[CH3:31])(=[O:25])=[O:24])[C:18]([O:20][CH3:21])=[O:19])=[CH:11][CH:10]=1. The yield is 0.390.